This data is from Reaction yield outcomes from USPTO patents with 853,638 reactions. The task is: Predict the reaction yield, written as a fraction of the theoretical maximum amount of product (1.0 means a 100% yield; for example, 0.34 means a 34% yield). (1) The catalyst is [Pd].C(O)C. The reactants are C([O:8][C:9]1[CH:14]=[CH:13][N:12]([CH2:15][CH:16]2[CH2:18][CH2:17]2)[C:11](=[O:19])[C:10]=1[C:20]([F:23])([F:22])[F:21])C1C=CC=CC=1. The product is [CH:16]1([CH2:15][N:12]2[CH:13]=[CH:14][C:9]([OH:8])=[C:10]([C:20]([F:21])([F:22])[F:23])[C:11]2=[O:19])[CH2:18][CH2:17]1. The yield is 1.00. (2) The reactants are [N:1]1[CH:6]=[CH:5][CH:4]=[CH:3][CH:2]=1.Cl.[C:8](Cl)(=[O:15])[C:9]1[CH:14]=[CH:13][CH:12]=[N:11][CH:10]=1.[CH3:17][C:18]([CH3:44])([CH2:21][CH2:22][CH2:23][CH2:24][CH2:25][CH:26]([O:37][CH:38]1[CH2:43][CH2:42][CH2:41][CH2:40][O:39]1)[CH2:27][CH2:28][CH2:29][CH2:30][CH2:31][C:32]([CH3:36])([CH3:35])[CH2:33][OH:34])[CH2:19]O.C[C:46]([O:49]C)(C)C. No catalyst specified. The product is [O:39]1[CH2:40][CH2:41][CH2:42][CH2:43][CH:38]1[O:37][CH:26]([CH2:25][CH2:24][CH2:23][CH2:22][CH2:21][C:18]([CH3:44])([CH3:19])[CH2:17][C:8](=[O:15])[C:9]1[CH:14]=[CH:13][CH:12]=[N:11][CH:10]=1)[CH2:27][CH2:28][CH2:29][CH2:30][CH2:31][C:32]([CH3:36])([CH3:35])[CH2:33][O:34][C:46](=[O:49])[C:3]1[CH:4]=[CH:5][CH:6]=[N:1][CH:2]=1. The yield is 0.690. (3) The reactants are [Br:1][C:2]1[CH:3]=[C:4]([N+:13]([O-])=O)[C:5]([CH3:12])=[C:6]([CH:11]=1)[C:7]([O:9][CH3:10])=[O:8].[Cl-].[NH4+]. The catalyst is C(O)C.C(=O)(O)[O-].[Na+].[Fe]. The product is [NH2:13][C:4]1[C:5]([CH3:12])=[C:6]([CH:11]=[C:2]([Br:1])[CH:3]=1)[C:7]([O:9][CH3:10])=[O:8]. The yield is 0.850. (4) The reactants are [Cl:1][C:2]1[CH:10]=[C:9]2[C:5]([C:6]([C:11]([O:13][CH3:14])=[O:12])=[CH:7][NH:8]2)=[CH:4][C:3]=1B1OCC(C)(C)CO1.Br[C:24]1[CH:25]=[C:26]([O:32][CH3:33])[C:27]([O:30][CH3:31])=[CH:28][CH:29]=1.C(=O)([O-])[O-].[K+].[K+].O. The catalyst is C1(C)C=CC=CC=1.C(O)C.C1C=CC(P(C2C=CC=CC=2)[C-]2C=CC=C2)=CC=1.C1C=CC(P(C2C=CC=CC=2)[C-]2C=CC=C2)=CC=1.Cl[Pd]Cl.[Fe+2].C(OCC)(=O)C. The product is [Cl:1][C:2]1[CH:10]=[C:9]2[C:5]([C:6]([C:11]([O:13][CH3:14])=[O:12])=[CH:7][NH:8]2)=[CH:4][C:3]=1[C:24]1[CH:29]=[CH:28][C:27]([O:30][CH3:31])=[C:26]([O:32][CH3:33])[CH:25]=1. The yield is 0.840.